Dataset: Forward reaction prediction with 1.9M reactions from USPTO patents (1976-2016). Task: Predict the product of the given reaction. (1) Given the reactants [C:1]([O:5][C:6]([C@@H:8]([CH2:12][N:13]([CH:19]1[CH2:21][CH2:20]1)[CH2:14][CH2:15][CH2:16][CH:17]=[CH2:18])[C:9]([OH:11])=O)=[O:7])([CH3:4])([CH3:3])[CH3:2].Cl.[OH:23][C@@H:24]1[CH2:28][C@@H:27]([C:29]([NH:31][C@:32]2([C:37]([O:39][CH2:40][CH3:41])=[O:38])[CH2:34][C@H:33]2[CH:35]=[CH2:36])=[O:30])[NH:26][CH2:25]1.CN1CCOCC1.CN(C(ON1N=NC2C=CC=NC1=2)=[N+](C)C)C.F[P-](F)(F)(F)(F)F, predict the reaction product. The product is: [C:1]([O:5][C:6]([C@@H:8]([CH2:12][N:13]([CH:19]1[CH2:21][CH2:20]1)[CH2:14][CH2:15][CH2:16][CH:17]=[CH2:18])[C:9]([N:26]1[C@H:27]([C:29]([NH:31][C@:32]2([C:37]([O:39][CH2:40][CH3:41])=[O:38])[CH2:34][C@H:33]2[CH:35]=[CH2:36])=[O:30])[CH2:28][C@@H:24]([OH:23])[CH2:25]1)=[O:11])=[O:7])([CH3:2])([CH3:3])[CH3:4]. (2) Given the reactants [CH2:1]([N:3]1[CH2:12][CH2:11][C:10]2[C:5](=[C:6]([O:15][CH3:16])[CH:7]=[C:8]([O:13]C)[CH:9]=2)[CH2:4]1)[CH3:2].C(=O)([O-])O.[Na+], predict the reaction product. The product is: [CH2:1]([N:3]1[CH2:12][CH2:11][C:10]2[C:5](=[C:6]([O:15][CH3:16])[CH:7]=[C:8]([OH:13])[CH:9]=2)[CH2:4]1)[CH3:2]. (3) Given the reactants [CH2:1]([O:8][C:9]1[CH:14]=[CH:13][C:12]([C:15]([CH3:19])([CH3:18])[C:16]#[N:17])=[CH:11][CH:10]=1)[C:2]1[CH:7]=[CH:6][CH:5]=[CH:4][CH:3]=1.[H-].[Al+3].[Li+].[H-].[H-].[H-].C(C(C(C([O-])=O)O)O)([O-])=O.[Na+].[K+], predict the reaction product. The product is: [CH2:1]([O:8][C:9]1[CH:10]=[CH:11][C:12]([C:15]([CH3:19])([CH3:18])[CH2:16][NH2:17])=[CH:13][CH:14]=1)[C:2]1[CH:3]=[CH:4][CH:5]=[CH:6][CH:7]=1. (4) The product is: [CH2:1]([O:37][C:34]1[CH:35]=[CH:36][C:31]([CH2:30][NH:29]/[CH:28]=[C:19]2\[C:20](=[O:27])[NH:21][C:22](=[O:26])[C:23]3[C:18]\2=[CH:17][C:16]([Br:15])=[CH:25][CH:24]=3)=[CH:32][C:33]=1[OH:38])[C:2]1[CH:7]=[CH:6][CH:5]=[CH:4][CH:3]=1. Given the reactants [CH2:1](Br)[C:2]1[CH:7]=[CH:6][CH:5]=[CH:4][CH:3]=1.C(=O)([O-])[O-].[K+].[K+].[Br:15][C:16]1[CH:17]=[C:18]2[C:23](=[CH:24][CH:25]=1)[C:22](=[O:26])[NH:21][C:20](=[O:27])/[C:19]/2=[CH:28]\[NH:29][CH2:30][C:31]1[CH:36]=[CH:35][C:34]([OH:37])=[C:33]([OH:38])[CH:32]=1, predict the reaction product. (5) Given the reactants C(O)(C(F)(F)F)=O.[N:8]1[CH:13]=[CH:12][CH:11]=[CH:10][C:9]=1[N:14]1[CH2:30][CH2:29][C:17]2([CH2:21][N:20](C(OC(C)(C)C)=O)[CH2:19][CH2:18]2)[CH2:16][CH2:15]1, predict the reaction product. The product is: [N:8]1[CH:13]=[CH:12][CH:11]=[CH:10][C:9]=1[N:14]1[CH2:30][CH2:29][C:17]2([CH2:21][NH:20][CH2:19][CH2:18]2)[CH2:16][CH2:15]1. (6) Given the reactants P(Cl)(Cl)(Cl)=O.[C:6]([O:10][C:11]([N:13]1[C:21]2[C:16](=[CH:17][CH:18]=[CH:19][CH:20]=2)[C:15]([CH3:23])([CH3:22])[CH:14]1[C:24](O)=[O:25])=[O:12])([CH3:9])([CH3:8])[CH3:7].[F:27][C:28]1[CH:34]=[CH:33][CH:32]=[C:31]([F:35])[C:29]=1[NH2:30], predict the reaction product. The product is: [F:27][C:28]1[CH:34]=[CH:33][CH:32]=[C:31]([F:35])[C:29]=1[NH:30][C:24]([CH:14]1[C:15]([CH3:22])([CH3:23])[C:16]2[C:21](=[CH:20][CH:19]=[CH:18][CH:17]=2)[N:13]1[C:11]([O:10][C:6]([CH3:9])([CH3:7])[CH3:8])=[O:12])=[O:25]. (7) The product is: [Br:1][C:2]1[CH:3]=[CH:4][C:5]2[O:14][C:35](=[O:36])[CH:34]=[CH:12][C:6]=2[C:7]=1[C:8]([O:10][CH3:11])=[O:9]. Given the reactants [Br:1][C:2]1[C:7]([C:8]([O:10][CH3:11])=[O:9])=[C:6]([CH:12]=O)[C:5]([OH:14])=[CH:4][CH:3]=1.C1(P(=[C:34]=[C:35]=[O:36])(C2C=CC=CC=2)C2C=CC=CC=2)C=CC=CC=1, predict the reaction product.